Dataset: Forward reaction prediction with 1.9M reactions from USPTO patents (1976-2016). Task: Predict the product of the given reaction. The product is: [Br:1][C:2]1[CH:3]=[C:4]2[NH:9][N:35]=[CH:8][C:5]2=[N:6][CH:7]=1. Given the reactants [Br:1][C:2]1[CH:3]=[C:4]([NH:9]C(=O)C)[C:5]([CH3:8])=[N:6][CH:7]=1.C([O-])(=O)C.[K+].C(O)(=O)C.C(OC(=O)C)(=O)C.C(O[N:35]=O)CC(C)C.C(=O)(O)[O-].[Na+], predict the reaction product.